This data is from Catalyst prediction with 721,799 reactions and 888 catalyst types from USPTO. The task is: Predict which catalyst facilitates the given reaction. (1) Reactant: [NH:1]([C:13]([O:15][CH2:16][C:17]1[CH:22]=[CH:21][CH:20]=[CH:19][CH:18]=1)=[O:14])[C@@H:2]([C:10]([OH:12])=O)[CH2:3][CH2:4][CH2:5][NH:6][C:7](=[NH:9])[NH2:8].[NH2:23][CH2:24][C:25]([NH:27][C@H:28]([C:36]([NH:38][C:39]1[CH:47]=[CH:46][C:42]([N+:43]([O-:45])=[O:44])=[CH:41][CH:40]=1)=[O:37])[CH2:29][CH2:30][CH2:31][NH:32][C:33](=[NH:35])[NH2:34])=[O:26].[ClH:48].C1C=CC2N(O)N=NC=2C=1.C1CCC(N=C=NC2CCCCC2)CC1. Product: [NH:1]([C:13]([O:15][CH2:16][C:17]1[CH:22]=[CH:21][CH:20]=[CH:19][CH:18]=1)=[O:14])[C@@H:2]([C:10]([NH:23][CH2:24][C:25]([NH:27][C@H:28]([C:36]([NH:38][C:39]1[CH:40]=[CH:41][C:42]([N+:43]([O-:45])=[O:44])=[CH:46][CH:47]=1)=[O:37])[CH2:29][CH2:30][CH2:31][NH:32][C:33](=[NH:34])[NH2:35])=[O:26])=[O:12])[CH2:3][CH2:4][CH2:5][NH:6][C:7](=[NH:9])[NH2:8].[ClH:48].[ClH:48]. The catalyst class is: 44. (2) Reactant: [C:1]([O:4][C@H:5]1[CH2:22][CH2:21][C@@:20]2([CH3:23])[C@@H:7]([CH2:8][CH2:9][C@:10]3([CH3:34])[C@@H:19]2[CH2:18][CH2:17][C@H:16]2[C@@:11]3([CH3:33])[CH2:12][CH2:13][C@@:14]3([C:30](O)=[O:31])[CH2:26][CH2:25][C@@H:24]([C:27]([CH3:29])=[CH2:28])[C@@H:15]32)[C:6]1([CH3:36])[CH3:35])(=[O:3])[CH3:2].[Cl-].[CH3:38][CH:39]1[CH2:44][CH2:43][CH2:42][N:41]([CH2:45][C@H:46]2[CH2:50][CH2:49][C@@H:48]([NH2:51])[CH2:47]2)[CH2:40]1.C(N(CC)CC)C.C([O-])(O)=O.[Na+]. Product: [C:1]([O:4][C@H:5]1[CH2:22][CH2:21][C@@:20]2([CH3:23])[C@@H:7]([CH2:8][CH2:9][C@:10]3([CH3:34])[C@@H:19]2[CH2:18][CH2:17][C@H:16]2[C@@:11]3([CH3:33])[CH2:12][CH2:13][C@@:14]3([C:30](=[O:31])[NH:51][C@@H:48]4[CH2:49][CH2:50][C@H:46]([CH2:45][N:41]5[CH2:42][CH2:43][CH2:44][CH:39]([CH3:38])[CH2:40]5)[CH2:47]4)[CH2:26][CH2:25][C@@H:24]([C:27]([CH3:29])=[CH2:28])[C@@H:15]32)[C:6]1([CH3:36])[CH3:35])(=[O:3])[CH3:2]. The catalyst class is: 2.